From a dataset of Forward reaction prediction with 1.9M reactions from USPTO patents (1976-2016). Predict the product of the given reaction. (1) Given the reactants [F:1][C:2]([F:15])([C:11]([F:14])([F:13])[F:12])[CH2:3][CH2:4][CH:5]=[CH:6][CH2:7][CH2:8][CH2:9][OH:10].C(N(CC)CC)C.[C:23]1([CH3:33])[CH:28]=[CH:27][C:26]([S:29](Cl)(=[O:31])=[O:30])=[CH:25][CH:24]=1, predict the reaction product. The product is: [C:23]1([CH3:33])[CH:28]=[CH:27][C:26]([S:29]([O:10][CH2:9][CH2:8][CH2:7][CH:6]=[CH:5][CH2:4][CH2:3][C:2]([F:15])([F:1])[C:11]([F:12])([F:13])[F:14])(=[O:31])=[O:30])=[CH:25][CH:24]=1. (2) Given the reactants [CH3:1][O:2][CH2:3][CH2:4][CH2:5][CH2:6][O:7][CH:8]([C:21]1[CH:26]=[CH:25][CH:24]=[CH:23][CH:22]=1)[CH:9]1[CH2:13][CH2:12][N:11](C(OC(C)(C)C)=O)[CH2:10]1.O1CCOCC1.[ClH:33], predict the reaction product. The product is: [ClH:33].[CH3:1][O:2][CH2:3][CH2:4][CH2:5][CH2:6][O:7][CH:8]([C:21]1[CH:22]=[CH:23][CH:24]=[CH:25][CH:26]=1)[CH:9]1[CH2:13][CH2:12][NH:11][CH2:10]1. (3) Given the reactants [Si:1]([O:8][C@H:9]([CH2:32][CH2:33][CH2:34][CH2:35][CH2:36][CH3:37])[CH2:10]/[CH:11]=[CH:12]\[CH2:13][CH2:14][CH2:15][CH2:16][CH2:17][CH2:18][CH2:19][C:20](=[O:31])[CH2:21][CH2:22][CH2:23][CH2:24][CH2:25][CH2:26][CH2:27][CH2:28][CH2:29][CH3:30])([C:4]([CH3:7])([CH3:6])[CH3:5])([CH3:3])[CH3:2].[BH4-].[Na+], predict the reaction product. The product is: [Si:1]([O:8][C@H:9]([CH2:32][CH2:33][CH2:34][CH2:35][CH2:36][CH3:37])[CH2:10]/[CH:11]=[CH:12]\[CH2:13][CH2:14][CH2:15][CH2:16][CH2:17][CH2:18][CH2:19][CH:20]([OH:31])[CH2:21][CH2:22][CH2:23][CH2:24][CH2:25][CH2:26][CH2:27][CH2:28][CH2:29][CH3:30])([C:4]([CH3:7])([CH3:6])[CH3:5])([CH3:3])[CH3:2]. (4) Given the reactants [F:1][C:2]1[CH:3]=[C:4]2[C:8](=[C:9]([F:11])[CH:10]=1)[NH:7][C:6](=[O:12])[CH2:5]2.Cl[C:14]1[N:19]=[C:18]([O:20][CH3:21])[N:17]=[C:16]([O:22][CH3:23])[N:15]=1, predict the reaction product. The product is: [CH3:23][O:22][C:16]1[N:17]=[C:18]([O:20][CH3:21])[N:19]=[C:14]([CH:5]2[C:4]3[C:8](=[C:9]([F:11])[CH:10]=[C:2]([F:1])[CH:3]=3)[NH:7][C:6]2=[O:12])[N:15]=1. (5) Given the reactants [C:1]([O:5][C:6]([N:8]1[CH2:11][C:10]([CH3:33])([N:12]2[C:28]3[C:15](=[CH:16][C:17]4[O:18][CH2:19][C:20]5[N:25]([C:26]=4[CH:27]=3)[C@H:24]([CH3:29])[C:23](=[O:30])[NH:22][N:21]=5)[C:14]([CH:31]=[CH2:32])=[CH:13]2)[CH2:9]1)=[O:7])([CH3:4])([CH3:3])[CH3:2], predict the reaction product. The product is: [C:1]([O:5][C:6]([N:8]1[CH2:11][C:10]([N:12]2[C:28]3[C:15](=[CH:16][C:17]4[O:18][CH2:19][C:20]5[N:25]([C:26]=4[CH:27]=3)[C@H:24]([CH3:29])[C:23](=[O:30])[NH:22][N:21]=5)[C:14]([CH2:31][CH3:32])=[CH:13]2)([CH3:33])[CH2:9]1)=[O:7])([CH3:4])([CH3:2])[CH3:3]. (6) Given the reactants [N:1]1[C:10]2[C:5](=[CH:6][CH:7]=[CH:8][CH:9]=2)[CH:4]=[CH:3][C:2]=1[C:11]([NH:13][C@H:14]([C:19]([OH:21])=O)[CH2:15][C:16](=[O:18])[NH2:17])=[O:12].[OH:22][C@H:23]([C@@H:41]([NH2:49])[CH2:42][C:43]1[CH:48]=[CH:47][CH:46]=[CH:45][CH:44]=1)[CH2:24][N:25]([CH2:34][C:35]1[CH:40]=[CH:39][CH:38]=[CH:37][CH:36]=1)[NH:26][C:27]([O:29][C:30]([CH3:33])([CH3:32])[CH3:31])=[O:28].C1C=CC2N(O)N=NC=2C=1.C1CCC(N=C=NC2CCCCC2)CC1.CN1CCOCC1, predict the reaction product. The product is: [OH:22][C@H:23]([C@@H:41]([NH:49][C:19](=[O:21])[C@H:14]([CH2:15][C:16](=[O:18])[NH2:17])[NH:13][C:11]([C:2]1[CH:3]=[CH:4][C:5]2[C:10](=[CH:9][CH:8]=[CH:7][CH:6]=2)[N:1]=1)=[O:12])[CH2:42][C:43]1[CH:44]=[CH:45][CH:46]=[CH:47][CH:48]=1)[CH2:24][N:25]([CH2:34][C:35]1[CH:40]=[CH:39][CH:38]=[CH:37][CH:36]=1)[NH:26][C:27]([O:29][C:30]([CH3:33])([CH3:31])[CH3:32])=[O:28]. (7) Given the reactants C1([C:4]2[NH:8][N:7]=[C:6]([NH:9][C:10]3[C:18]([F:19])=[CH:17][C:13]([C:14]([NH2:16])=O)=[C:12](N[C@H](C4C=CC(F)=CC=4)C)[N:11]=3)[CH:5]=2)CC1.[F:30][C:31]1[CH:36]=[CH:35][C:34]([C@@H:37]([NH2:39])[CH3:38])=[CH:33][CH:32]=1.CCN(C(C)C)[CH:43]([CH3:45])[CH3:44].CCCC[OH:53], predict the reaction product. The product is: [F:19][C:18]1[C:10]([NH:9][C:6]2[CH:5]=[C:4]([O:53][CH:43]([CH3:45])[CH3:44])[NH:8][N:7]=2)=[N:11][C:12]([NH:39][C@H:37]([C:34]2[CH:35]=[CH:36][C:31]([F:30])=[CH:32][CH:33]=2)[CH3:38])=[C:13]([CH:17]=1)[C:14]#[N:16]. (8) Given the reactants [N:1]1([C:7]([O:9][C:10]([CH3:13])([CH3:12])[CH3:11])=[O:8])[CH2:6][CH2:5][NH:4][CH2:3][CH2:2]1.[O:14]1[CH2:17][C:16](=O)[CH2:15]1.C(O[BH-](OC(=O)C)OC(=O)C)(=O)C.[Na+].C([O-])(O)=O.[Na+], predict the reaction product. The product is: [O:14]1[CH2:17][CH:16]([N:4]2[CH2:5][CH2:6][N:1]([C:7]([O:9][C:10]([CH3:13])([CH3:12])[CH3:11])=[O:8])[CH2:2][CH2:3]2)[CH2:15]1.